Dataset: Reaction yield outcomes from USPTO patents with 853,638 reactions. Task: Predict the reaction yield, written as a fraction of the theoretical maximum amount of product (1.0 means a 100% yield; for example, 0.34 means a 34% yield). (1) The reactants are [Cl:1][C:2]1[CH:3]=[C:4]2[C:8](=[CH:9][CH:10]=1)[NH:7][CH:6]=[C:5]2[C:11](Cl)=[O:12].[NH3:14].O1CCOCC1. No catalyst specified. The product is [Cl:1][C:2]1[CH:3]=[C:4]2[C:8](=[CH:9][CH:10]=1)[NH:7][CH:6]=[C:5]2[C:11]([NH2:14])=[O:12]. The yield is 0.920. (2) The reactants are Cl.[CH3:2][NH:3][C@@H:4]([CH2:16][C:17]1[CH:22]=[CH:21][CH:20]=[CH:19][CH:18]=1)[CH2:5][CH2:6][NH:7][C:8]([C:10]1[CH:15]=[CH:14][CH:13]=[CH:12][N:11]=1)=[O:9].[O:23]1[C:27]2[CH:28]=[CH:29][C:30]([C:32]([OH:34])=O)=[CH:31][C:26]=2[O:25][CH2:24]1.C1C=CC2N(O)N=NC=2C=1.Cl.C(N(CC)CC)C. The catalyst is C(Cl)Cl.CCOC(C)=O.C(Cl)CCl. The product is [O:23]1[C:27]2[CH:28]=[CH:29][C:30]([C:32]([N:3]([CH3:2])[C@@H:4]([CH2:16][C:17]3[CH:18]=[CH:19][CH:20]=[CH:21][CH:22]=3)[CH2:5][CH2:6][NH:7][C:8]([C:10]3[CH:15]=[CH:14][CH:13]=[CH:12][N:11]=3)=[O:9])=[O:34])=[CH:31][C:26]=2[O:25][CH2:24]1. The yield is 0.850. (3) The reactants are Br[C:2]1[CH:7]=[CH:6][C:5]2[C:8]3([CH2:23][O:24][C:4]=2[CH:3]=1)[C:16]1[C:11](=[CH:12][CH:13]=[CH:14][CH:15]=1)[N:10]([CH2:17][CH2:18][CH2:19][CH2:20][CH3:21])[C:9]3=[O:22].[CH3:25][S:26]([O-:28])=[O:27].[Na+].N1CCC[C@H]1C(O)=O. The catalyst is CS(C)=O.O.[Cu](I)I. The product is [CH3:25][S:26]([C:2]1[CH:7]=[CH:6][C:5]2[C:8]3([CH2:23][O:24][C:4]=2[CH:3]=1)[C:16]1[C:11](=[CH:12][CH:13]=[CH:14][CH:15]=1)[N:10]([CH2:17][CH2:18][CH2:19][CH2:20][CH3:21])[C:9]3=[O:22])(=[O:28])=[O:27]. The yield is 0.460. (4) The reactants are [N:1]1([C:14]([O:16][C:17]([CH3:20])([CH3:19])[CH3:18])=[O:15])[CH2:5][C@@H:4]([C:6]([O:8]C)=[O:7])[CH2:3][C@H:2]1[C:10]([O:12][CH3:13])=[O:11].[OH-].[Na+].Cl. The catalyst is C1COCC1. The product is [C:17]([O:16][C:14]([N:1]1[C@H:2]([C:10]([O:12][CH3:13])=[O:11])[CH2:3][C@H:4]([C:6]([OH:8])=[O:7])[CH2:5]1)=[O:15])([CH3:20])([CH3:18])[CH3:19]. The yield is 0.700. (5) The reactants are [CH2:1]([O:5][CH2:6][C:7]1[CH:12]=[CH:11][CH:10]=[CH:9][CH:8]=1)[C@H:2]1[O:4][CH2:3]1.[OH-:13].[K+].[CH3:15]O. No catalyst specified. The product is [CH2:6]([O:5][CH2:1][C@@H:2]([OH:4])[CH2:3][O:13][CH3:15])[C:7]1[CH:12]=[CH:11][CH:10]=[CH:9][CH:8]=1. The yield is 0.980. (6) The reactants are [Cl:1][C:2]1[C:3]([C:10]([OH:12])=O)=[N:4][C:5]([S:8][CH3:9])=[N:6][CH:7]=1.O.[NH2:14][NH2:15]. The catalyst is C1COCC1.O. The product is [Cl:1][C:2]1[C:3]([C:10]([NH:14][NH2:15])=[O:12])=[N:4][C:5]([S:8][CH3:9])=[N:6][CH:7]=1. The yield is 0.580. (7) The reactants are [F:1][C:2]1[CH:10]=[CH:9][CH:8]=[C:7]2[C:3]=1[C:4]([C:25]([O:27]C)=[O:26])=[CH:5][N:6]2[CH2:11][C:12]1[CH:17]=[CH:16][C:15]([C:18]2[CH:19]=[N:20][N:21]([CH3:23])[CH:22]=2)=[CH:14][C:13]=1[F:24].O.[OH-].[Li+]. The catalyst is C1COCC1.CO.O. The product is [F:1][C:2]1[CH:10]=[CH:9][CH:8]=[C:7]2[C:3]=1[C:4]([C:25]([OH:27])=[O:26])=[CH:5][N:6]2[CH2:11][C:12]1[CH:17]=[CH:16][C:15]([C:18]2[CH:19]=[N:20][N:21]([CH3:23])[CH:22]=2)=[CH:14][C:13]=1[F:24]. The yield is 0.900.